Dataset: Forward reaction prediction with 1.9M reactions from USPTO patents (1976-2016). Task: Predict the product of the given reaction. The product is: [CH3:16][O:17][C:18]1[CH:19]=[C:20]([CH3:29])[C:21]([S:25]([N:1]2[CH2:6][CH2:5][CH2:4][CH2:3][CH:2]2[CH2:7][OH:8])(=[O:26])=[O:27])=[C:22]([CH3:24])[CH:23]=1. Given the reactants [NH:1]1[CH2:6][CH2:5][CH2:4][CH2:3][CH:2]1[CH2:7][OH:8].C(N(CC)CC)C.[CH3:16][O:17][C:18]1[CH:23]=[C:22]([CH3:24])[C:21]([S:25](Cl)(=[O:27])=[O:26])=[C:20]([CH3:29])[CH:19]=1.Cl, predict the reaction product.